Predict the reactants needed to synthesize the given product. From a dataset of Full USPTO retrosynthesis dataset with 1.9M reactions from patents (1976-2016). (1) The reactants are: B(F)(F)F.CO.FC(F)(F)C(OC(=O)C(F)(F)F)=O.[C:20]1([CH2:26][CH:27]([OH:31])[C:28]([OH:30])=[O:29])[CH:25]=[CH:24][CH:23]=[CH:22][CH:21]=1.O. Given the product [CH:23]1[CH:22]=[CH:21][C:20]([CH2:26][C@H:27]([OH:31])[C:28]([OH:30])=[O:29])=[CH:25][CH:24]=1, predict the reactants needed to synthesize it. (2) Given the product [Br:1][C:2]1[CH:3]=[CH:4][C:5]([O:6][C:7]2[CH:12]=[CH:11][C:10]([F:13])=[CH:9][C:8]=2[NH:14][S:15]([C:18]2[CH:19]=[CH:20][C:21]([C:22]([NH:43][CH2:42][CH2:41][N:38]3[CH2:37][CH2:36][N:35]([C:30]4[N:29]=[CH:34][CH:33]=[CH:32][N:31]=4)[CH2:40][CH2:39]3)=[O:24])=[CH:25][CH:26]=2)(=[O:17])=[O:16])=[CH:27][CH:28]=1, predict the reactants needed to synthesize it. The reactants are: [Br:1][C:2]1[CH:28]=[CH:27][C:5]([O:6][C:7]2[CH:12]=[CH:11][C:10]([F:13])=[CH:9][C:8]=2[NH:14][S:15]([C:18]2[CH:26]=[CH:25][C:21]([C:22]([OH:24])=O)=[CH:20][CH:19]=2)(=[O:17])=[O:16])=[CH:4][CH:3]=1.[N:29]1[CH:34]=[CH:33][CH:32]=[N:31][C:30]=1[N:35]1[CH2:40][CH2:39][N:38]([CH2:41][CH2:42][NH2:43])[CH2:37][CH2:36]1.